Dataset: Experimentally validated miRNA-target interactions with 360,000+ pairs, plus equal number of negative samples. Task: Binary Classification. Given a miRNA mature sequence and a target amino acid sequence, predict their likelihood of interaction. The protein sequence of the target gene is MDDDLMLALRLQEEWNLQEAERDHAQESLSLVDASWELVDPTPDLQALFVQFNDQFFWGQLEAVEVKWSVRMTLCAGICSYEGKGGMCSIRLSEPLLKLRPRKDLVETLLHEMIHAYLFVTNNDKDREGHGPEFCKHMHRINSLTGANITVYHTFHDEVDEYRRHWWRCNGPCQHRPPYYGYVKRATNREPSAHDYWWAEHQKTCGGTYIKIKEPENYSKKGKGKAKLGKEPVLAAENKDKPNRGEAQLVIPFSGKGYVLGETSNLPSPGKLITSHAINKTQDLLNQNHSANAVRPNSKI.... Result: 0 (no interaction). The miRNA is mmu-miR-582-3p with sequence UAACCUGUUGAACAACUGAAC.